This data is from Full USPTO retrosynthesis dataset with 1.9M reactions from patents (1976-2016). The task is: Predict the reactants needed to synthesize the given product. (1) Given the product [CH:19]1([C:4]2[CH:5]=[CH:6][C:7]([N+:8]([O-:10])=[O:9])=[C:2]([F:1])[CH:3]=2)[CH2:22][CH2:21][CH2:20]1, predict the reactants needed to synthesize it. The reactants are: [F:1][C:2]1[CH:3]=[C:4](OS(C(F)(F)F)(=O)=O)[CH:5]=[CH:6][C:7]=1[N+:8]([O-:10])=[O:9].[CH:19]1(B(O)O)[CH2:22][CH2:21][CH2:20]1.C(=O)([O-])[O-].[Cs+].[Cs+]. (2) The reactants are: C([O:8][C:9](=[O:22])[C:10]1[CH:15]=[CH:14][C:13]([N:16]2[CH2:21][CH2:20][NH:19][CH2:18][CH2:17]2)=[CH:12][CH:11]=1)C1C=CC=CC=1.Cl[C:24]1[CH:40]=[CH:39][C:27]([C:28]([NH:30][C:31]2[CH:36]=[CH:35][CH:34]=[C:33]([O:37][CH3:38])[CH:32]=2)=[O:29])=[CH:26][N:25]=1.C1(NC(C2C=CC(N3CCN(C4C=CC(C(O)=O)=CC=4)CC3)=NC=2)=O)C=CC=CC=1. Given the product [CH3:38][O:37][C:33]1[CH:32]=[C:31]([NH:30][C:28]([C:27]2[CH:39]=[CH:40][C:24]([N:19]3[CH2:18][CH2:17][N:16]([C:13]4[CH:12]=[CH:11][C:10]([C:9]([OH:8])=[O:22])=[CH:15][CH:14]=4)[CH2:21][CH2:20]3)=[N:25][CH:26]=2)=[O:29])[CH:36]=[CH:35][CH:34]=1, predict the reactants needed to synthesize it. (3) Given the product [Cl:1][C:2]1[CH:7]=[CH:6][C:5]([NH:8][C:9]([C:11]2[CH:20]=[CH:19][C:18]3[C:13](=[CH:14][CH:15]=[C:16]([OH:21])[CH:17]=3)[CH:12]=2)=[NH:10])=[CH:4][CH:3]=1, predict the reactants needed to synthesize it. The reactants are: [Cl:1][C:2]1[CH:7]=[CH:6][C:5]([NH:8][C:9]([C:11]2[CH:20]=[CH:19][C:18]3[C:13](=[CH:14][CH:15]=[C:16]([O:21]C)[CH:17]=3)[CH:12]=2)=[NH:10])=[CH:4][CH:3]=1.B(Br)(Br)Br.C([O-])(O)=O.[Na+]. (4) Given the product [Cl:1][C:2]1[CH:18]=[CH:17][CH:16]=[C:15]([Cl:19])[C:3]=1[C:4]([N:6]([C:23](=[O:24])[C:22]1[C:21]([Cl:20])=[CH:29][CH:28]=[CH:27][C:26]=1[Cl:30])[C:7]1[C:12]([F:13])=[CH:11][N:10]=[CH:9][C:8]=1[F:14])=[O:5], predict the reactants needed to synthesize it. The reactants are: [Cl:1][C:2]1[CH:18]=[CH:17][CH:16]=[C:15]([Cl:19])[C:3]=1[C:4]([NH:6][C:7]1[C:12]([F:13])=[CH:11][N:10]=[CH:9][C:8]=1[F:14])=[O:5].[Cl:20][C:21]1[CH:29]=[CH:28][CH:27]=[C:26]([Cl:30])[C:22]=1[C:23](Cl)=[O:24].FC1C=NC=C(F)C=1N.